From a dataset of Catalyst prediction with 721,799 reactions and 888 catalyst types from USPTO. Predict which catalyst facilitates the given reaction. (1) Reactant: [NH2:1][C:2]1[N:3]=[C:4]([NH:11][CH:12]2[CH2:17][CH2:16][CH2:15][N:14](C(OC(C)(C)C)=O)[CH2:13]2)[S:5][C:6]=1[C:7]([O:9][CH3:10])=[O:8].[ClH:25]. Product: [ClH:25].[ClH:25].[NH2:1][C:2]1[N:3]=[C:4]([NH:11][CH:12]2[CH2:17][CH2:16][CH2:15][NH:14][CH2:13]2)[S:5][C:6]=1[C:7]([O:9][CH3:10])=[O:8]. The catalyst class is: 12. (2) Reactant: Br[CH:2]1[CH2:7][CH2:6][O:5][CH:4]([C:8]2[CH:16]=[CH:15][C:11]3[O:12][CH2:13][O:14][C:10]=3[CH:9]=2)[CH2:3]1.[N-:17]=[N+:18]=[N-:19].[Na+]. Product: [N:17]([CH:2]1[CH2:7][CH2:6][O:5][CH:4]([C:8]2[CH:16]=[CH:15][C:11]3[O:12][CH2:13][O:14][C:10]=3[CH:9]=2)[CH2:3]1)=[N+:18]=[N-:19]. The catalyst class is: 9.